Dataset: Catalyst prediction with 721,799 reactions and 888 catalyst types from USPTO. Task: Predict which catalyst facilitates the given reaction. (1) Reactant: [C:1]([NH:7][C@@H:8]([C:10]1[CH:15]=[CH:14][CH:13]=[CH:12][C:11]=1[S:16]([O-:18])=[O:17])[CH3:9])(=[O:6])[C:2]([CH3:5])([CH3:4])[CH3:3].[Na+].[CH2:20](I)[CH3:21]. Product: [CH2:20]([S:16]([C:11]1[CH:12]=[CH:13][CH:14]=[CH:15][C:10]=1[C@H:8]([NH:7][C:1](=[O:6])[C:2]([CH3:5])([CH3:3])[CH3:4])[CH3:9])(=[O:18])=[O:17])[CH3:21]. The catalyst class is: 31. (2) Reactant: [ClH:1].CCO.[CH2:5]([N:12]1[CH2:16][CH2:15][CH:14]([NH:17][C:18]2[N:23]=[C:22]([CH3:24])[C:21](/[CH:25]=[CH:26]/[C:27]([NH:29][O:30]C3CCCCO3)=[O:28])=[CH:20][N:19]=2)[CH2:13]1)[C:6]1[CH:11]=[CH:10][CH:9]=[CH:8][CH:7]=1. Product: [ClH:1].[ClH:1].[CH2:5]([N:12]1[CH2:16][CH2:15][CH:14]([NH:17][C:18]2[N:23]=[C:22]([CH3:24])[C:21](/[CH:25]=[CH:26]/[C:27]([NH:29][OH:30])=[O:28])=[CH:20][N:19]=2)[CH2:13]1)[C:6]1[CH:11]=[CH:10][CH:9]=[CH:8][CH:7]=1. The catalyst class is: 14. (3) Reactant: [F:1][C:2]1[N:7]=[C:6]([NH2:8])[CH:5]=[CH:4][C:3]=1[CH2:9][C:10]1[C:18]2[C:13](=[N:14][CH:15]=[C:16]([CH3:19])[CH:17]=2)[NH:12][CH:11]=1.[C:20]1(=O)[CH2:25][CH2:24][CH2:23][CH2:22][CH2:21]1.C([SiH](CC)CC)C.FC(F)(F)C(O)=O. Product: [CH:20]1([NH:8][C:6]2[CH:5]=[CH:4][C:3]([CH2:9][C:10]3[C:18]4[C:13](=[N:14][CH:15]=[C:16]([CH3:19])[CH:17]=4)[NH:12][CH:11]=3)=[C:2]([F:1])[N:7]=2)[CH2:25][CH2:24][CH2:23][CH2:22][CH2:21]1. The catalyst class is: 10. (4) Reactant: [NH2:1][CH2:2][CH2:3][CH2:4][C:5]1([C:23]2[CH:28]=[CH:27][CH:26]=[CH:25][CH:24]=2)[CH:9]=[C:8]([C:10]2[CH:15]=[C:14]([Cl:16])[CH:13]=[CH:12][C:11]=2[F:17])[CH2:7][N:6]1[C:18]([N:20]([CH3:22])[CH3:21])=[O:19].C(N(CC)CC)C.[C:36](Cl)(=[O:38])[CH3:37]. Product: [C:36]([NH:1][CH2:2][CH2:3][CH2:4][C:5]1([C:23]2[CH:24]=[CH:25][CH:26]=[CH:27][CH:28]=2)[CH:9]=[C:8]([C:10]2[CH:15]=[C:14]([Cl:16])[CH:13]=[CH:12][C:11]=2[F:17])[CH2:7][N:6]1[C:18]([N:20]([CH3:22])[CH3:21])=[O:19])(=[O:38])[CH3:37]. The catalyst class is: 1. (5) Reactant: B(Br)(Br)Br.[Br:5][C:6]1[CH:11]=[CH:10][N:9]=[C:8]([C:12]([C:15]2[CH:20]=[CH:19][C:18]([O:21]C)=[CH:17][CH:16]=2)([CH3:14])[CH3:13])[CH:7]=1. Product: [Br:5][C:6]1[CH:11]=[CH:10][N:9]=[C:8]([C:12]([C:15]2[CH:16]=[CH:17][C:18]([OH:21])=[CH:19][CH:20]=2)([CH3:13])[CH3:14])[CH:7]=1. The catalyst class is: 2. (6) Reactant: [CH3:1][C:2]([CH3:28])([CH2:26][CH3:27])[C:3](=[O:25])[C:4]([CH:6]1[CH2:11][CH2:10][CH2:9][NH:8][N:7]1[C:12](=[O:24])[CH2:13][CH2:14][CH2:15][C:16]#[C:17][C:18]1[CH:19]=[N:20][CH:21]=[CH:22][CH:23]=1)=[O:5]. Product: [CH3:1][C:2]([CH3:28])([CH2:26][CH3:27])[C:3](=[O:25])[C:4]([CH:6]1[CH2:11][CH2:10][CH2:9][NH:8][N:7]1[C:12](=[O:24])[CH2:13][CH2:14][CH2:15][CH2:16][CH2:17][C:18]1[CH:19]=[N:20][CH:21]=[CH:22][CH:23]=1)=[O:5]. The catalyst class is: 458.